From a dataset of Catalyst prediction with 721,799 reactions and 888 catalyst types from USPTO. Predict which catalyst facilitates the given reaction. Reactant: [C:1]([C:4]1[CH:9]=[N:8][N:7]2[CH:10]=[C:11]([C:13]3[CH:14]=[N:15][N:16]([CH2:18][CH3:19])[CH:17]=3)[N:12]=[C:6]2[C:5]=1[NH:20][C@H:21]1[C@@H:25]([CH2:26][F:27])[CH2:24][N:23](C(OC(C)(C)C)=O)[CH2:22]1)(=[O:3])[NH2:2].[C:35]([OH:41])([C:37]([F:40])([F:39])[F:38])=[O:36]. Product: [CH2:18]([N:16]1[CH:17]=[C:13]([C:11]2[N:12]=[C:6]3[C:5]([NH:20][C@H:21]4[C@@H:25]([CH2:26][F:27])[CH2:24][NH:23][CH2:22]4)=[C:4]([C:1]([NH2:2])=[O:3])[CH:9]=[N:8][N:7]3[CH:10]=2)[CH:14]=[N:15]1)[CH3:19].[C:35]([OH:41])([C:37]([F:40])([F:39])[F:38])=[O:36]. The catalyst class is: 2.